Dataset: Peptide-MHC class I binding affinity with 185,985 pairs from IEDB/IMGT. Task: Regression. Given a peptide amino acid sequence and an MHC pseudo amino acid sequence, predict their binding affinity value. This is MHC class I binding data. (1) The peptide sequence is SMMVILPDK. The MHC is HLA-A02:03 with pseudo-sequence HLA-A02:03. The binding affinity (normalized) is 0.102. (2) The peptide sequence is QPEWFRNIL. The MHC is HLA-B07:02 with pseudo-sequence HLA-B07:02. The binding affinity (normalized) is 0.924. (3) The peptide sequence is HLMGWDYPK. The MHC is HLA-A68:01 with pseudo-sequence HLA-A68:01. The binding affinity (normalized) is 0.815. (4) The peptide sequence is MIFVSSIFI. The MHC is HLA-A02:03 with pseudo-sequence HLA-A02:03. The binding affinity (normalized) is 0.592. (5) The peptide sequence is FLLFLVLIM. The MHC is HLA-A68:02 with pseudo-sequence HLA-A68:02. The binding affinity (normalized) is 0.263.